This data is from Catalyst prediction with 721,799 reactions and 888 catalyst types from USPTO. The task is: Predict which catalyst facilitates the given reaction. Reactant: [Cl:1][C:2]1[S:3][C:4]([CH2:7][NH:8][CH2:9][CH3:10])=[CH:5][N:6]=1.Cl[C:12]1[C:17]([Cl:18])=[CH:16][CH:15]=[C:14]([Cl:19])[N:13]=1.C(=O)([O-])[O-].[K+].[K+]. Product: [Cl:19][C:14]1[N:13]=[C:12]([N:8]([CH2:7][C:4]2[S:3][C:2]([Cl:1])=[N:6][CH:5]=2)[CH2:9][CH3:10])[C:17]([Cl:18])=[CH:16][CH:15]=1. The catalyst class is: 9.